From a dataset of Full USPTO retrosynthesis dataset with 1.9M reactions from patents (1976-2016). Predict the reactants needed to synthesize the given product. (1) Given the product [CH2:36]([NH:38][C:28]([NH:1][C:2]1([C:13]2[CH:18]=[CH:17][C:16]([CH:19]([CH3:21])[CH3:20])=[CH:15][C:14]=2[O:22][CH3:23])[C:10](=[O:11])[C:9]2[C:4](=[CH:5][CH:6]=[CH:7][CH:8]=2)[C:3]1=[O:12])=[O:34])[CH3:37], predict the reactants needed to synthesize it. The reactants are: [NH2:1][C:2]1([C:13]2[CH:18]=[CH:17][C:16]([CH:19]([CH3:21])[CH3:20])=[CH:15][C:14]=2[O:22][CH3:23])[C:10](=[O:11])[C:9]2[C:4](=[CH:5][CH:6]=[CH:7][CH:8]=2)[C:3]1=[O:12].ClC(Cl)(O[C:28](=[O:34])OC(Cl)(Cl)Cl)Cl.[CH2:36]([NH2:38])[CH3:37].ClCCl. (2) Given the product [CH:1]1([N:4]([C@H:5]2[CH2:10][CH2:9][C@H:8]([CH2:11][C:12]([O:14][CH3:15])=[O:13])[CH2:7][CH2:6]2)[C:31](=[O:32])[C:30]2[CH:34]=[CH:35][C:27]([O:26][CH3:25])=[CH:28][CH:29]=2)[CH2:2][CH2:3]1, predict the reactants needed to synthesize it. The reactants are: [CH:1]1([NH:4][C@H:5]2[CH2:10][CH2:9][C@H:8]([CH2:11][C:12]([O:14][CH3:15])=[O:13])[CH2:7][CH2:6]2)[CH2:3][CH2:2]1.C(N(C(C)C)CC)(C)C.[CH3:25][O:26][C:27]1[CH:35]=[CH:34][C:30]([C:31](O)=[O:32])=[CH:29][CH:28]=1.O=C1N(P(Cl)(N2CCOC2=O)=O)CCO1. (3) Given the product [CH:1]([C:4]1[CH:15]=[CH:14][C:13]([CH3:16])=[CH:12][C:5]=1[O:6][CH:7]([CH3:11])[C:8]([NH:24][C:25]1[CH:26]=[CH:27][C:28]([CH:31]([O:38][CH3:39])[CH2:32][C:33]([O:35][CH2:36][CH3:37])=[O:34])=[CH:29][CH:30]=1)=[O:10])([CH3:2])[CH3:3], predict the reactants needed to synthesize it. The reactants are: [CH:1]([C:4]1[CH:15]=[CH:14][C:13]([CH3:16])=[CH:12][C:5]=1[O:6][CH:7]([CH3:11])[C:8]([OH:10])=O)([CH3:3])[CH3:2].C(N(CC)CC)C.[NH2:24][C:25]1[CH:30]=[CH:29][C:28]([CH:31]([O:38][CH3:39])[CH2:32][C:33]([O:35][CH2:36][CH3:37])=[O:34])=[CH:27][CH:26]=1.Cl.